Dataset: Forward reaction prediction with 1.9M reactions from USPTO patents (1976-2016). Task: Predict the product of the given reaction. Given the reactants [CH3:1][O:2][C:3](=[O:24])[C@H:4]([CH2:6][C:7]1[CH:12]=[CH:11][C:10]([NH:13][C:14]([C:16]2[C:21]([Cl:22])=[CH:20][CH:19]=[CH:18][C:17]=2[Cl:23])=[O:15])=[CH:9][CH:8]=1)[NH2:5].[NH:25]1[CH2:30][CH2:29][O:28][CH:27]([CH2:31][CH2:32][C:33]2([C:38](O)=[O:39])[CH2:37][CH2:36][CH2:35][CH2:34]2)[CH2:26]1, predict the reaction product. The product is: [CH3:1][O:2][C:3](=[O:24])[C@H:4]([CH2:6][C:7]1[CH:8]=[CH:9][C:10]([NH:13][C:14]([C:16]2[C:21]([Cl:22])=[CH:20][CH:19]=[CH:18][C:17]=2[Cl:23])=[O:15])=[CH:11][CH:12]=1)[NH:5][C:38]([C:33]1([CH2:32][CH2:31][CH:27]2[O:28][CH2:29][CH2:30][NH:25][CH2:26]2)[CH2:34][CH2:35][CH2:36][CH2:37]1)=[O:39].